Dataset: Merck oncology drug combination screen with 23,052 pairs across 39 cell lines. Task: Regression. Given two drug SMILES strings and cell line genomic features, predict the synergy score measuring deviation from expected non-interaction effect. (1) Drug 1: COC1=C2CC(C)CC(OC)C(O)C(C)C=C(C)C(OC(N)=O)C(OC)C=CC=C(C)C(=O)NC(=CC1=O)C2=O. Drug 2: Cn1cc(-c2cnn3c(N)c(Br)c(C4CCCNC4)nc23)cn1. Cell line: COLO320DM. Synergy scores: synergy=11.5. (2) Synergy scores: synergy=20.6. Drug 1: O=C(CCCCCCC(=O)Nc1ccccc1)NO. Cell line: UWB1289BRCA1. Drug 2: CCC1(O)C(=O)OCc2c1cc1n(c2=O)Cc2cc3c(CN(C)C)c(O)ccc3nc2-1.